This data is from Experimentally validated miRNA-target interactions with 360,000+ pairs, plus equal number of negative samples. The task is: Binary Classification. Given a miRNA mature sequence and a target amino acid sequence, predict their likelihood of interaction. (1) The miRNA is hsa-miR-6082 with sequence GAAUACGUCUGGUUGAUCC. The protein sequence of the target gene is MEHRSKMEFFQKLGYSQEDVVRVLGKLGDSALVNDVLQELIQTGSRPRAQEDPASGTGVVLIPRGCCGVQDSAQQGPGTRPRRGWRRSSPLLRPIVIDGSNVAMSHGNKEAFSCRGIRLAVDWFTDRGHTYIKVFVPSWRKEPSRSDTPIREQHVLEELERQAVLVYTPSRKVNGKRVVCYDDRYIVKVAYEKDGIIVSNDNYRDLQNENPEWKWFIEQRLLMFSFVNDRFMPPDDPLGRRGPTLSNFLSKKPRPPEPSWQHCPYGKKCTYGVKCRFYHPERPHHGQLSVADELRAKTRA.... Result: 0 (no interaction). (2) The miRNA is mmu-miR-344f-3p with sequence CUCUAGCCAGGACCUGACUAC. The protein sequence of the target gene is MATPTESELASPIPQTNPGSYEELHRKARDVFPTCFEGAKLMVNKGLSSHFQVSHTLSLSAMNTGYRFGATYVGTNQVGPAEAYPILLGDTDVNGNTTATILHQLGIYRTKLQGQIQQGKLAGAQATIERKGRLSTLGLTLANIDLVNEAGILVGQFLRRLTPRLDVGTEMVYQYGKNIPGGQISVLSYAARYTANHFIAAATLGASGVHLTYYHKQNENLAFGVEFECNANVGEAVTTLAYQTELPEEGVTMRASFDTNWTVGGVFEKRLSQQLPFTLALSGTLNHVKAAGKFGIGLII.... Result: 0 (no interaction). (3) The miRNA is mmu-miR-200a-3p with sequence UAACACUGUCUGGUAACGAUGU. The protein sequence of the target gene is MVLIKEFRVVLPCSVQEYQVGQLYSVAEASKNETGGGEGIEVLKNEPYEKDGEKGQYTHKIYHLKSKVPAFVRMIAPEGSLVFHEKAWNAYPYCRTIVTNEYMKDDFFIKIETWHKPDLGTLENVHGLDPNTWKTVEIVHIDIADRSQVEPADYKADEDPALFQSVKTKRGPLGPNWKKELANSPDCPQMCAYKLVTIKFKWWGLQSKVENFIQKQEKRIFTNFHRQLFCWIDKWIDLTMEDIRRMEDETQKELETMRKRGSVRGTSAADV. Result: 0 (no interaction). (4) The miRNA is cel-miR-798 with sequence UAAGCCUUACAUAUUGACUGA. The protein sequence of the target gene is MAAGVAAWLPFARAAAIGWMPVANCPMPLAPADKNKRQDELIVLNVSGRRFQTWRTTLERYPDTLLGSTEKEFFFNEDTKEYFFDRDPEVFRCVLNFYRTGKLHYPRYECISAYDDELAFYGILPEIIGDCCYEEYKDRKRENAERLMDDNDSENNQESMPSLSFRQTMWRAFENPHTSTLALVFYYVTGFFIAVSVITNVVETVPCGTVPGSKELPCGERYSVAFFCLDTACVMIFTVEYLLRLFAAPSRYRFIRSVMSIIDVVAIMPYYIGLVMTNNEDVSGAFVTLRVFRVFRIFKF.... Result: 0 (no interaction). (5) The protein sequence of the target gene is MHRNFRKWIFYVFLCFGVLYVKLGALSSVVALGANIICNKIPGLAPRQRAICQSRPDAIIVIGEGAQMGINECQYQFRFGRWNCSALGEKTVFGQELRVGSREAAFTYAITAAGVAHAVTAACSQGNLSNCGCDREKQGYYNQAEGWKWGGCSADVRYGIDFSRRFVDAREIKKNARRLMNLHNNEAGRKVLEDRMQLECKCHGVSGSCTTKTCWTTLPKFREVGHLLKEKYNAAVQVEVVRASRLRQPTFLRIKQLRSYQKPMETDLVYIEKSPNYCEEDAATGSVGTQGRLCNRTSPG.... The miRNA is hsa-miR-4689 with sequence UUGAGGAGACAUGGUGGGGGCC. Result: 1 (interaction). (6) The miRNA is hsa-miR-129-1-3p with sequence AAGCCCUUACCCCAAAAAGUAU. The protein sequence of the target gene is MFAAIQPGLAEGAQYPGSLPPGVCQPDLQPDNNSNFVESAKDANKNWHGVPGKVDPILIRSSSESPSDNQVFQATRLPEAGVRSPPEGAEIPGAEPEKLSGASSVCSPLEDIGYASSSLSIDSFSSSPEPVCDTPRGPSPLDPLLPSVAQAVQQLQAQERYKEQEKEKHHAHLVMYRRLALLQWIRALQHQLVDQQARLQESFDTILDNRKELIRCLQQREAPCRHQDQG. Result: 0 (no interaction). (7) The miRNA is hsa-miR-100-5p with sequence AACCCGUAGAUCCGAACUUGUG. The protein sequence of the target gene is MVLSQRQRDELNRAIADYLRSNGYEEAYSVFKKEAELDVNEELDKKYAGLLEKKWTSVIRLQKKVMELESKLNEAKEEFTSGGPLGQKRDPKEWIPRPPEKYALSGHRSPVTRVIFHPVFSVMVSASEDATIKVWDYETGDFERTLKGHTDSVQDISFDHSGKLLASCSADMTIKLWDFQGFECIRTMHGHDHNVSSVAIMPNGDHIVSASRDKTIKMWEVQTGYCVKTFTGHREWVRMVRPNQDGTLIASCSNDQTVRVWVVATKECKAELREHEHVVECISWAPESSYSSISEATGSE.... Result: 1 (interaction).